This data is from Drug-target binding data from BindingDB using IC50 measurements. The task is: Regression. Given a target protein amino acid sequence and a drug SMILES string, predict the binding affinity score between them. We predict pIC50 (pIC50 = -log10(IC50 in M); higher means more potent). Dataset: bindingdb_ic50. (1) The small molecule is Oc1ccc(-c2csc(Nc3ccc(F)cc3F)n2)cc1O. The target protein (P16278) has sequence MPGFLVRILPLLLVLLLLGPTRGLRNATQRMFEIDYSRDSFLKDGQPFRYISGSIHYSRVPRFYWKDRLLKMKMAGLNAIQTYVPWNFHEPWPGQYQFSEDHDVEYFLRLAHELGLLVILRPGPYICAEWEMGGLPAWLLEKESILLRSSDPDYLAAVDKWLGVLLPKMKPLLYQNGGPVITVQVENEYGSYFACDFDYLRFLQKRFRHHLGDDVVLFTTDGAHKTFLKCGALQGLYTTVDFGTGSNITDAFLSQRKCEPKGPLINSEFYTGWLDHWGQPHSTIKTEAVASSLYDILARGASVNLYMFIGGTNFAYWNGANSPYAAQPTSYDYDAPLSEAGDLTEKYFALRNIIQKFEKVPEGPIPPSTPKFAYGKVTLEKLKTVGAALDILCPSGPIKSLYPLTFIQVKQHYGFVLYRTTLPQDCSNPAPLSSPLNGVHDRAYVAVDGIPQGVLERNNVITLNITGKAGATLDLLVENMGRVNYGAYINDFKGLVSNLT.... The pIC50 is 3.5. (2) The drug is Cn1ncnc1-c1ncsc1NC(=O)Cc1cccc2cnccc12. The pIC50 is 5.3. The target protein (P53779) has sequence MSLHFLYYCSEPTLDVKIAFCQGFDKQVDVSYIAKHYNMSKSKVDNQFYSVEVGDSTFTVLKRYQNLKPIGSGAQGIVCAAYDAVLDRNVAIKKLSRPFQNQTHAKRAYRELVLMKCVNHKNIISLLNVFTPQKTLEEFQDVYLVMELMDANLCQVIQMELDHERMSYLLYQMLCGIKHLHSAGIIHRDLKPSNIVVKSDCTLKILDFGLARTAGTSFMMTPYVVTRYYRAPEVILGMGYKENVDIWSVGCIMGEMVRHKILFPGRDYIDQWNKVIEQLGTPCPEFMKKLQPTVRNYVENRPKYAGLTFPKLFPDSLFPADSEHNKLKASQARDLLSKMLVIDPAKRISVDDALQHPYINVWYDPAEVEAPPPQIYDKQLDEREHTIEEWKELIYKEVMNSEEKTKNGVVKGQPSPSGAAVNSSESLPPSSSVNDISSMSTDQTLASDTDSSLEASAGPLGCCR. (3) The small molecule is CC[C@@H](O)C[C@H]1CCC[C@@]2(C[C@@H]3OC(=O)/C=C/[C@@](C)(O)[C@@H](O)[C@H](C)[C@@H](O)[C@H](OC4CCC(N(C)C)C(C)O4)[C@@H](O)[C@](C)(O)CCCCC/C=C\[C@@H]4CC(C)(C)O[C@@]4(O)C[C@H](O2)[C@H]3C)O1. The target protein (P24468) has sequence MAMVVSTWRDPQDEVPGSQGSQASQAPPVPGPPPGAPHTPQTPGQGGPASTPAQTAAGGQGGPGGPGSDKQQQQQHIECVVCGDKSSGKHYGQFTCEGCKSFFKRSVRRNLSYTCRANRNCPIDQHHRNQCQYCRLKKCLKVGMRREAVQRGRMPPTQPTHGQFALTNGDPLNCHSYLSGYISLLLRAEPYPTSRFGSQCMQPNNIMGIENICELAARMLFSAVEWARNIPFFPDLQITDQVALLRLTWSELFVLNAAQCSMPLHVAPLLAAAGLHASPMSADRVVAFMDHIRIFQEQVEKLKALHVDSAEYSCLKAIVLFTSDACGLSDVAHVESLQEKSQCALEEYVRSQYPNQPTRFGKLLLRLPSLRTVSSSVIEQLFFVRLVGKTPIETLIRDMLLSGSSFNWPYMAIQ. The pIC50 is 7.9. (4) The compound is O=C(CNc1ccccc1)N/N=C/c1ccccc1. The target protein sequence is MNKISQRLLFLFLHFYTIVCFIQNNTQKTFHNVLHNEQIRGKEKAFYRKEKRENIFIGNKMKHLNNMNNTHNNNHYMEKEEQDASNIYKIKEENKNEDICFIAGIGDTNGYGWGIAKELSKRNVKIIFGIWPPVYNIFMKNYKNGKFDNDMIIDKDKKMNILDMLPFDASFDTANDIDEETKNNKRYNMLQNYTIEDVANLIHQKYGKINMLVHSLANAKEVQKDLLNTSRKGYLDALSKSSYSLISLCKYFVNIMKPQSSIISLTYHASQKVVPGYGGGMSSAKAALESDTRVLAYHLGRNYNIRINTISAGPLKSRAATAINKLNNTYENNTNQNKNRNSHDVHNIMNNSGEKEEKKNSASQNYTFIDYAIEYSEKYAPLRQKLLSTDIGSVASFLLSRESRAITGQTIYVDNGLNIMFLPDDIYRNENE. The pIC50 is 3.7. (5) The compound is C=CCn1c(OCc2ccccc2)n[nH]c1=S. The target protein (Q9HC16) has sequence MKPHFRNTVERMYRDTFSYNFYNRPILSRRNTVWLCYEVKTKGPSRPPLDAKIFRGQVYSELKYHPEMRFFHWFSKWRKLHRDQEYEVTWYISWSPCTKCTRDMATFLAEDPKVTLTIFVARLYYFWDPDYQEALRSLCQKRDGPRATMKIMNYDEFQHCWSKFVYSQRELFEPWNNLPKYYILLHIMLGEILRHSMDPPTFTFNFNNEPWVRGRHETYLCYEVERMHNDTWVLLNQRRGFLCNQAPHKHGFLEGRHAELCFLDVIPFWKLDLDQDYRVTCFTSWSPCFSCAQEMAKFISKNKHVSLCIFTARIYDDQGRCQEGLRTLAEAGAKISIMTYSEFKHCWDTFVDHQGCPFQPWDGLDEHSQDLSGRLRAILQNQEN. The pIC50 is 5.1. (6) The compound is Cc1ccccc1N1CCN(S(=O)(=O)c2ccc(C(C)(C)C)cc2)CC1. The target protein sequence is MKHQHQHQHQHQHQQPLNEEFRPEMLQGKKVIVTGASKGIGREMAYHLAKMGAHVVVTARSKETLQKVVSHCLELGAASAHYIAGTMEDMTFAEQFVAQAGKLMGGLDMLILNHITNTSLNLFHDDIHHVRKSMEVNFLSYVVLTVAALPMLKQSNGSIVVVSSLAGKVAYPMVAAYSASKFALDGFFSSIRKEYSVSRVNVSITLCVLGLIDTETAMKAVSGIVHMQAAPKEECALEIIKGGALRQEEVYYDSSLWTTLLIRNPSRKILEFLYSTSYNMDRFINK. The pIC50 is 7.5. (7) The small molecule is Nc1nc2ccc(OC(F)(F)F)cc2s1. The target protein (P22309) has sequence MAVESQGGRPLVLGLLLCVLGPVVSHAGKILLIPVDGSHWLSMLGAIQQLQQRGHEIVVLAPDASLYIRDGAFYTLKTYPVPFQREDVKESFVSLGHNVFENDSFLQRVIKTYKKIKKDSAMLLSGCSHLLHNKELMASLAESSFDVMLTDPFLPCSPIVAQYLSLPTVFFLHALPCSLEFEATQCPNPFSYVPRPLSSHSDHMTFLQRVKNMLIAFSQNFLCDVVYSPYATLASEFLQREVTVQDLLSSASVWLFRSDFVKDYPRPIMPNMVFVGGINCLHQNPLSQEFEAYINASGEHGIVVFSLGSMVSEIPEKKAMAIADALGKIPQTVLWRYTGTRPSNLANNTILVKWLPQNDLLGHPMTRAFITHAGSHGVYESICNGVPMVMMPLFGDQMDNAKRMETKGAGVTLNVLEMTSEDLENALKAVINDKSYKENIMRLSSLHKDRPVEPLDLAVFWVEFVMRHKGAPHLRPAAHDLTWYQYHSLDVIGFLLAVVL.... The pIC50 is 3.8.